This data is from Reaction yield outcomes from USPTO patents with 853,638 reactions. The task is: Predict the reaction yield, written as a fraction of the theoretical maximum amount of product (1.0 means a 100% yield; for example, 0.34 means a 34% yield). (1) The reactants are [C:1]([C:4]1[CH:5]=[CH:6][C:7]([NH:20][C:21]([CH:23]2[CH2:28][CH2:27][N:26]([C:29]([O:31][C:32]([CH3:35])([CH3:34])[CH3:33])=[O:30])[CH2:25][CH2:24]2)=[O:22])=[C:8]([CH:19]=1)[C:9]([NH:11][C:12]1[CH:17]=[CH:16][C:15]([Cl:18])=[CH:14][N:13]=1)=[O:10])(=[O:3])[CH3:2].[BH4-].[Na+].O. The catalyst is CO. The product is [C:32]([O:31][C:29]([N:26]1[CH2:27][CH2:28][CH:23]([C:21]([NH:20][C:7]2[CH:6]=[CH:5][C:4]([CH:1]([OH:3])[CH3:2])=[CH:19][C:8]=2[C:9]([NH:11][C:12]2[CH:17]=[CH:16][C:15]([Cl:18])=[CH:14][N:13]=2)=[O:10])=[O:22])[CH2:24][CH2:25]1)=[O:30])([CH3:35])([CH3:33])[CH3:34]. The yield is 0.980. (2) The reactants are C(OC([CH:8]1[CH2:12][CH2:11][CH2:10][N:9]1[C:13](=[O:29])[CH:14]([NH:16][C:17](=[O:28])[C:18]1[CH:23]=[C:22]([CH3:24])[C:21]([O:25][CH3:26])=[C:20]([CH3:27])[CH:19]=1)[CH3:15])=O)(C)(C)C.[O:30]=[C:31]1[O:35][CH:34]([O:36][CH2:37][CH2:38]C2C=CC=CC=2)[CH:33]([NH:45][C:46](C2CCCN2C(=O)C(NC(=O)C2C=CC(N)=C(Cl)C=2)C)=[O:47])[CH2:32]1. No catalyst specified. The product is [CH2:37]([O:36][CH:34]1[CH:33]([NH:45][C:46]([CH:8]2[CH2:12][CH2:11][CH2:10][N:9]2[C:13](=[O:29])[CH:14]([NH:16][C:17](=[O:28])[C:18]2[CH:19]=[C:20]([CH3:27])[C:21]([O:25][CH3:26])=[C:22]([CH3:24])[CH:23]=2)[CH3:15])=[O:47])[CH2:32][C:31](=[O:30])[O:35]1)[CH3:38]. The yield is 0.770.